Dataset: Reaction yield outcomes from USPTO patents with 853,638 reactions. Task: Predict the reaction yield, written as a fraction of the theoretical maximum amount of product (1.0 means a 100% yield; for example, 0.34 means a 34% yield). (1) The reactants are [NH2:1][C:2]1[S:3][C:4]([C:12]2[CH:17]=[CH:16][C:15]([F:18])=[CH:14][CH:13]=2)=[CH:5][C:6]=1[C:7]([O:9]CC)=O.[C:19](#[N:26])[C:20]1[CH:25]=[CH:24][CH:23]=[CH:22][CH:21]=1.Cl. The catalyst is O1CCOCC1. The product is [F:18][C:15]1[CH:14]=[CH:13][C:12]([C:4]2[S:3][C:2]3[N:1]=[C:19]([C:20]4[CH:25]=[CH:24][CH:23]=[CH:22][CH:21]=4)[NH:26][C:7](=[O:9])[C:6]=3[CH:5]=2)=[CH:17][CH:16]=1. The yield is 0.820. (2) The reactants are [F:1][C:2]1[CH:9]=[CH:8][C:5]([C:6]#[N:7])=[CH:4][CH:3]=1.[NH2:10][OH:11].Cl.[OH-].[Na+].CCOC(C)=O.CCCCCC. The catalyst is CCO. The product is [F:1][C:2]1[CH:9]=[CH:8][C:5]([C:6](=[NH:7])[NH:10][OH:11])=[CH:4][CH:3]=1. The yield is 0.630. (3) The reactants are [Cl:1][C:2]1[CH:7]=[C:6]([F:8])[CH:5]=[CH:4][C:3]=1I.C([Mg]Cl)(C)C.[F:15][C:16]1[C:17]([C:28]#N)=[N:18][CH:19]=[CH:20][C:21]=1[C:22]1[CH:23]=[N:24][CH:25]=[N:26][CH:27]=1.Cl.[OH-:31].[Na+]. The catalyst is C1COCC1.C(Cl)Cl.O. The product is [Cl:1][C:2]1[CH:7]=[C:6]([F:8])[CH:5]=[CH:4][C:3]=1[C:28]([C:17]1[C:16]([F:15])=[C:21]([C:22]2[CH:23]=[N:24][CH:25]=[N:26][CH:27]=2)[CH:20]=[CH:19][N:18]=1)=[O:31]. The yield is 0.0744. (4) The reactants are [NH2:1][C:2]1[N:7]=[N:6][C:5]([N:8]2[CH2:13][CH2:12][N:11]([C:14]([C:16]3[CH:21]=[CH:20][CH:19]=[CH:18][C:17]=3[C:22]([F:25])([F:24])[F:23])=[O:15])[CH2:10][CH2:9]2)=[CH:4][CH:3]=1.[N:26]([CH:29]1[CH2:31][CH:30]1[C:32]1[CH:37]=[CH:36][CH:35]=[CH:34][CH:33]=1)=[C:27]=[O:28].O. The catalyst is CN(C=O)C. The product is [C:32]1([CH:30]2[CH2:31][CH:29]2[NH:26][C:27]([NH:1][C:2]2[N:7]=[N:6][C:5]([N:8]3[CH2:9][CH2:10][N:11]([C:14](=[O:15])[C:16]4[CH:21]=[CH:20][CH:19]=[CH:18][C:17]=4[C:22]([F:25])([F:24])[F:23])[CH2:12][CH2:13]3)=[CH:4][CH:3]=2)=[O:28])[CH:37]=[CH:36][CH:35]=[CH:34][CH:33]=1. The yield is 0.900. (5) The reactants are Cl[C:2]1[C:3]2[S:10][CH:9]=[CH:8][C:4]=2[N:5]=[CH:6][N:7]=1.[OH:11][CH:12]1[CH2:17][CH2:16][NH:15][CH2:14][CH2:13]1.[N+](C1C=CC([O:27][C:28](=O)[NH:29][C:30]2[CH:35]=[CH:34][C:33]([CH:36]([CH3:38])[CH3:37])=[CH:32][CH:31]=2)=CC=1)([O-])=O.[H-].[Na+]. The catalyst is CCOC(C)=O. The product is [N:5]1[C:4]2[CH:8]=[CH:9][S:10][C:3]=2[C:2]([N:15]2[CH2:16][CH2:17][CH:12]([O:11][C:28](=[O:27])[NH:29][C:30]3[CH:35]=[CH:34][C:33]([CH:36]([CH3:37])[CH3:38])=[CH:32][CH:31]=3)[CH2:13][CH2:14]2)=[N:7][CH:6]=1. The yield is 0.310. (6) The reactants are [Cl:1][C:2]1[C:7]([O:8][CH3:9])=[CH:6][C:5]([O:10][CH3:11])=[C:4]([Cl:12])[C:3]=1[C:13]1[C:24](=N)[NH:23][C:16]2[N:17]=[C:18]([S:21][CH3:22])[N:19]=[CH:20][C:15]=2[CH:14]=1.N([O-])=[O:27].[Na+]. The catalyst is C(O)(=O)C. The product is [Cl:12][C:4]1[C:5]([O:10][CH3:11])=[CH:6][C:7]([O:8][CH3:9])=[C:2]([Cl:1])[C:3]=1[C:13]1[C:24](=[O:27])[NH:23][C:16]2[N:17]=[C:18]([S:21][CH3:22])[N:19]=[CH:20][C:15]=2[CH:14]=1. The yield is 0.780. (7) The yield is 0.860. The reactants are [Si:1](Cl)([C:4]([CH3:7])([CH3:6])[CH3:5])([CH3:3])[CH3:2].[Cl:9][C:10]1[N:15]=[C:14]([NH:16][CH2:17][CH2:18][CH2:19][OH:20])[C:13]([F:21])=[CH:12][N:11]=1.C(N(CC)CC)C. The catalyst is ClCCl.CN(C1C=CC=CN=1)C. The product is [Si:1]([O:20][CH2:19][CH2:18][CH2:17][NH:16][C:14]1[C:13]([F:21])=[CH:12][N:11]=[C:10]([Cl:9])[N:15]=1)([C:4]([CH3:7])([CH3:6])[CH3:5])([CH3:3])[CH3:2]. (8) The reactants are [CH:1]1([C:7]#[N:8])[CH2:6][CH2:5][CH2:4][CH2:3][CH2:2]1.C[Si]([N-][Si](C)(C)C)(C)C.[Na+].Cl[C:20]1[S:21][CH:22]=[CH:23][N:24]=1. The catalyst is C1(C)C=CC=CC=1. The product is [S:21]1[CH:22]=[CH:23][N:24]=[C:20]1[C:1]1([C:7]#[N:8])[CH2:6][CH2:5][CH2:4][CH2:3][CH2:2]1. The yield is 0.427.